Dataset: Experimentally validated miRNA-target interactions with 360,000+ pairs, plus equal number of negative samples. Task: Binary Classification. Given a miRNA mature sequence and a target amino acid sequence, predict their likelihood of interaction. The miRNA is hsa-miR-3189-5p with sequence UGCCCCAUCUGUGCCCUGGGUAGGA. The protein sequence of the target gene is MLPRWELALYLLASLGFHFYSFYEVYKVSREHEEELDQEFELETDTLFGGLKKDATDFEWSFWMEWGKQWLVWLLLGHMVVSQMATLLARKHRPWILMLYGMWACWCVLGTPGVAMVLLHTTISFCVAQFRSQLLTWLCSLLLLSTLRLQGVEEVKRRWYKTENEYYLLQFTLTVRCLYYTSFSLELCWQQLPAASTSYSFPWMLAYVFYYPVLHNGPILSFSEFIKQMQQQEHDSLKASLCVLALGLGRLLCWWWLAELMAHLMYMHAIYSSIPLLETVSCWTLGGLALAQVLFFYVKY.... Result: 1 (interaction).